This data is from NCI-60 drug combinations with 297,098 pairs across 59 cell lines. The task is: Regression. Given two drug SMILES strings and cell line genomic features, predict the synergy score measuring deviation from expected non-interaction effect. (1) Drug 1: C1CC(=O)NC(=O)C1N2CC3=C(C2=O)C=CC=C3N. Drug 2: CC1C(C(=O)NC(C(=O)N2CCCC2C(=O)N(CC(=O)N(C(C(=O)O1)C(C)C)C)C)C(C)C)NC(=O)C3=C4C(=C(C=C3)C)OC5=C(C(=O)C(=C(C5=N4)C(=O)NC6C(OC(=O)C(N(C(=O)CN(C(=O)C7CCCN7C(=O)C(NC6=O)C(C)C)C)C)C(C)C)C)N)C. Cell line: HCT-15. Synergy scores: CSS=1.86, Synergy_ZIP=0.191, Synergy_Bliss=0.317, Synergy_Loewe=-0.876, Synergy_HSA=-0.876. (2) Drug 1: CN(C)C1=NC(=NC(=N1)N(C)C)N(C)C. Drug 2: CC1=C(C=C(C=C1)NC(=O)C2=CC=C(C=C2)CN3CCN(CC3)C)NC4=NC=CC(=N4)C5=CN=CC=C5. Cell line: ACHN. Synergy scores: CSS=-8.15, Synergy_ZIP=3.88, Synergy_Bliss=-3.86, Synergy_Loewe=-8.11, Synergy_HSA=-8.22.